This data is from Reaction yield outcomes from USPTO patents with 853,638 reactions. The task is: Predict the reaction yield, written as a fraction of the theoretical maximum amount of product (1.0 means a 100% yield; for example, 0.34 means a 34% yield). The yield is 0.330. The reactants are Cl.[NH2:2][C:3]1[N:8]=[CH:7][C:6](/[CH:9]=[CH:10]/[C:11]([OH:13])=O)=[CH:5][CH:4]=1.Cl.Cl.[NH:16]1[CH2:19][CH:18]([O:20][CH2:21][C:22]2[CH:27]=[CH:26][N:25]=[CH:24][CH:23]=2)[CH2:17]1.CCN(C(C)C)C(C)C.CCN=C=NCCCN(C)C. The catalyst is CN(C=O)C.CN(C1C=CN=CC=1)C. The product is [O:13]=[C:11]([N:16]1[CH2:19][CH:18]([O:20][CH2:21][C:22]2[CH:27]=[CH:26][N:25]=[CH:24][CH:23]=2)[CH2:17]1)/[CH:10]=[CH:9]/[C:6]1[CH:5]=[CH:4][C:3]([NH2:2])=[N:8][CH:7]=1.